This data is from Full USPTO retrosynthesis dataset with 1.9M reactions from patents (1976-2016). The task is: Predict the reactants needed to synthesize the given product. (1) Given the product [Cl:1][C:2]1[CH:7]=[CH:6][C:5]([C:8]2[CH:9]=[C:10]([F:18])[C:11]3[N:12]([C:14]([C:20]#[C:19][C:21]4[CH:22]=[CH:23][C:24]([NH2:27])=[N:25][CH:26]=4)=[CH:15][N:16]=3)[CH:13]=2)=[CH:4][CH:3]=1, predict the reactants needed to synthesize it. The reactants are: [Cl:1][C:2]1[CH:7]=[CH:6][C:5]([C:8]2[CH:9]=[C:10]([F:18])[C:11]3[N:12]([C:14](I)=[CH:15][N:16]=3)[CH:13]=2)=[CH:4][CH:3]=1.[C:19]([C:21]1[CH:22]=[CH:23][C:24]([NH2:27])=[N:25][CH:26]=1)#[CH:20]. (2) Given the product [CH3:1][C:2]1[CH:7]=[CH:6][N:5]=[C:4]2[CH:8]=[CH:9][NH:10][C:3]=12, predict the reactants needed to synthesize it. The reactants are: [CH3:1][C:2]1[CH:7]=[CH:6][N:5]=[C:4]2[CH:8]=[CH:9][N:10](S(C3C=CC=CC=3)(=O)=O)[C:3]=12.[OH-].[Na+]. (3) Given the product [ClH:20].[ClH:20].[NH2:1][C@H:2]([C:13]1[N:26]=[C:21]([Cl:20])[CH:22]=[CH:23][N:24]=1)[C@@H:3]([C:5]1[CH:6]=[CH:7][CH:8]=[C:9]([F:11])[CH:10]=1)[OH:4], predict the reactants needed to synthesize it. The reactants are: [NH2:1][C@H:2]([C:13]1C=NC=C(Br)C=1)[C@@H:3]([C:5]1[CH:10]=[C:9]([F:11])[CH:8]=[CH:7][C:6]=1F)[OH:4].[Cl:20][C:21]1[N:26]=C[N:24]=[C:23]([C@@H](NC(=O)OC(C)(C)C)[C@@H](C2C=CC=C(F)C=2)O)[CH:22]=1.O.C(O)(C(F)(F)F)=O. (4) Given the product [ClH:70].[NH2:32][CH2:33][C:34]([N:7]1[C:8]2[C:4](=[CH:3][C:2]([Br:1])=[CH:10][CH:9]=2)[C:5](/[C:11](/[C:23]#[N:24])=[CH:12]/[C:13]2[CH:14]=[C:15]([CH:18]=[CH:19][C:20]=2[O:21][CH3:22])[C:16]#[N:17])=[CH:6]1)=[O:35], predict the reactants needed to synthesize it. The reactants are: [Br:1][C:2]1[CH:3]=[C:4]2[C:8](=[CH:9][CH:10]=1)[NH:7][CH:6]=[C:5]2/[C:11](/[C:23]#[N:24])=[CH:12]/[C:13]1[CH:14]=[C:15]([CH:18]=[CH:19][C:20]=1[O:21][CH3:22])[C:16]#[N:17].C(OC([NH:32][CH2:33][C:34](O)=[O:35])=O)(C)(C)C.C1CN([P+](ON2N=NC3C=CC=CC2=3)(N2CCCC2)N2CCCC2)CC1.F[P-](F)(F)(F)(F)F.[ClH:70]. (5) Given the product [N+:19]([C:22]1[N:23]=[CH:24][N:25]([CH:6]2[CH2:11][CH2:10][N:9]([C:12]([O:14][C:15]([CH3:18])([CH3:17])[CH3:16])=[O:13])[CH2:8][CH2:7]2)[CH:26]=1)([O-:21])=[O:20], predict the reactants needed to synthesize it. The reactants are: CS(O[CH:6]1[CH2:11][CH2:10][N:9]([C:12]([O:14][C:15]([CH3:18])([CH3:17])[CH3:16])=[O:13])[CH2:8][CH2:7]1)(=O)=O.[N+:19]([C:22]1[N:23]=[CH:24][NH:25][CH:26]=1)([O-:21])=[O:20].C([O-])([O-])=O.[K+].[K+].